Task: Predict the reactants needed to synthesize the given product.. Dataset: Full USPTO retrosynthesis dataset with 1.9M reactions from patents (1976-2016) (1) Given the product [Br:4][C:5]1[CH:10]=[CH:9][C:8]([C:11]([F:13])([F:12])[F:14])=[CH:7][C:6]=1[S:15]([NH:3][CH2:1][CH3:2])(=[O:17])=[O:16], predict the reactants needed to synthesize it. The reactants are: [CH2:1]([NH2:3])[CH3:2].[Br:4][C:5]1[CH:10]=[CH:9][C:8]([C:11]([F:14])([F:13])[F:12])=[CH:7][C:6]=1[S:15](Cl)(=[O:17])=[O:16]. (2) Given the product [NH2:9][C:10]1[CH2:11][C:12]([C:34]([N:47]2[CH2:48][C@@H:49]([OH:50])[C@H:45]([OH:44])[CH2:46]2)=[O:35])=[CH:13][C:14]2[CH:20]=[CH:19][C:18]([C:21]3[CH:22]=[CH:23][C:24]([C:27]([N:29]4[CH2:30][CH2:31][CH2:32][CH2:33]4)=[O:28])=[CH:25][CH:26]=3)=[CH:17][C:15]=2[N:16]=1, predict the reactants needed to synthesize it. The reactants are: Cl.C(OC([NH:9][C:10]1[CH2:11][C:12]([C:34](O)=[O:35])=[CH:13][C:14]2[CH:20]=[CH:19][C:18]([C:21]3[CH:26]=[CH:25][C:24]([C:27]([N:29]4[CH2:33][CH2:32][CH2:31][CH2:30]4)=[O:28])=[CH:23][CH:22]=3)=[CH:17][C:15]=2[N:16]=1)=O)(C)(C)C.[Si]([O:44][C@H:45]1[C@H:49]([O:50][Si](C(C)(C)C)(C)C)[CH2:48][NH:47][CH2:46]1)(C(C)(C)C)(C)C. (3) Given the product [CH2:15]([NH:17][C:11]([C:9]1[CH:8]=[CH:7][C:5]2[NH:6][C:2](=[S:1])[O:3][C:4]=2[CH:10]=1)=[O:13])[CH3:16], predict the reactants needed to synthesize it. The reactants are: [S:1]=[C:2]1[NH:6][C:5]2[CH:7]=[CH:8][C:9]([C:11]([OH:13])=O)=[CH:10][C:4]=2[O:3]1.Cl.[CH2:15]([NH2:17])[CH3:16].F[P-](F)(F)(F)(F)F.N1(OC(N(C)C)=[N+](C)C)C2N=CC=CC=2N=N1.C(N(CC)CC)C. (4) Given the product [C:1]([O:5][C:6]([N:8]1[CH2:12][CH2:11][CH2:10][CH:9]1[C:13](=[O:23])[NH:14][C:15]1[CH:20]=[CH:19][C:18]([C:27]2[CH:28]=[CH:29][CH:30]=[CH:31][C:26]=2[S:25][CH3:24])=[CH:17][C:16]=1[CH3:22])=[O:7])([CH3:4])([CH3:3])[CH3:2], predict the reactants needed to synthesize it. The reactants are: [C:1]([O:5][C:6]([N:8]1[CH2:12][CH2:11][CH2:10][CH:9]1[C:13](=[O:23])[NH:14][C:15]1[CH:20]=[CH:19][C:18](Br)=[CH:17][C:16]=1[CH3:22])=[O:7])([CH3:4])([CH3:3])[CH3:2].[CH3:24][S:25][C:26]1[CH:31]=[CH:30][CH:29]=[CH:28][C:27]=1B(O)O.C([O-])([O-])=O.[Na+].[Na+]. (5) Given the product [CH3:18][N:19]([CH3:35])[C@@H:20]1[CH2:24][CH2:23][N:22]([C:25]([C:27]2[CH:31]=[C:30]([CH3:32])[NH:29][C:28]=2[CH:33]=[C:10]2[C:9]3[C:13](=[CH:14][CH:15]=[CH:16][C:8]=3[C:4]3[CH:5]=[CH:6][CH:7]=[C:2]([F:1])[CH:3]=3)[NH:12][C:11]2=[O:17])=[O:26])[CH2:21]1, predict the reactants needed to synthesize it. The reactants are: [F:1][C:2]1[CH:3]=[C:4]([C:8]2[CH:16]=[CH:15][CH:14]=[C:13]3[C:9]=2[CH2:10][C:11](=[O:17])[NH:12]3)[CH:5]=[CH:6][CH:7]=1.[CH3:18][N:19]([CH3:35])[C@@H:20]1[CH2:24][CH2:23][N:22]([C:25]([C:27]2[CH:31]=[C:30]([CH3:32])[NH:29][C:28]=2[CH:33]=O)=[O:26])[CH2:21]1. (6) The reactants are: [CH3:1][C:2]1[CH:7]=[C:6]([CH2:8][C:9]2[CH:14]=[CH:13][C:12]([O:15][CH2:16][O:17][CH3:18])=[C:11]([CH:19]([CH3:21])[CH3:20])[CH:10]=2)[C:5]([CH3:22])=[CH:4][C:3]=1[OH:23].CN.[I:26]I. Given the product [CH3:1][C:2]1[CH:7]=[C:6]([CH2:8][C:9]2[CH:14]=[CH:13][C:12]([O:15][CH2:16][O:17][CH3:18])=[C:11]([CH:19]([CH3:20])[CH3:21])[CH:10]=2)[C:5]([CH3:22])=[C:4]([I:26])[C:3]=1[OH:23], predict the reactants needed to synthesize it.